This data is from NCI-60 drug combinations with 297,098 pairs across 59 cell lines. The task is: Regression. Given two drug SMILES strings and cell line genomic features, predict the synergy score measuring deviation from expected non-interaction effect. (1) Drug 1: CCCCC(=O)OCC(=O)C1(CC(C2=C(C1)C(=C3C(=C2O)C(=O)C4=C(C3=O)C=CC=C4OC)O)OC5CC(C(C(O5)C)O)NC(=O)C(F)(F)F)O. Drug 2: CC1CCCC2(C(O2)CC(NC(=O)CC(C(C(=O)C(C1O)C)(C)C)O)C(=CC3=CSC(=N3)C)C)C. Cell line: CCRF-CEM. Synergy scores: CSS=67.8, Synergy_ZIP=-0.757, Synergy_Bliss=-1.40, Synergy_Loewe=-3.48, Synergy_HSA=-0.799. (2) Drug 1: C1CCN(CC1)CCOC2=CC=C(C=C2)C(=O)C3=C(SC4=C3C=CC(=C4)O)C5=CC=C(C=C5)O. Drug 2: CC1=C(C=C(C=C1)NC(=O)C2=CC=C(C=C2)CN3CCN(CC3)C)NC4=NC=CC(=N4)C5=CN=CC=C5. Cell line: CCRF-CEM. Synergy scores: CSS=-6.05, Synergy_ZIP=4.47, Synergy_Bliss=3.21, Synergy_Loewe=-8.61, Synergy_HSA=-8.80. (3) Drug 1: CC1CCC2CC(C(=CC=CC=CC(CC(C(=O)C(C(C(=CC(C(=O)CC(OC(=O)C3CCCCN3C(=O)C(=O)C1(O2)O)C(C)CC4CCC(C(C4)OC)O)C)C)O)OC)C)C)C)OC. Drug 2: B(C(CC(C)C)NC(=O)C(CC1=CC=CC=C1)NC(=O)C2=NC=CN=C2)(O)O. Cell line: CCRF-CEM. Synergy scores: CSS=73.5, Synergy_ZIP=1.61, Synergy_Bliss=1.14, Synergy_Loewe=-0.0228, Synergy_HSA=2.84. (4) Drug 1: C1CN1P(=S)(N2CC2)N3CC3. Drug 2: CC1=C(C(=CC=C1)Cl)NC(=O)C2=CN=C(S2)NC3=CC(=NC(=N3)C)N4CCN(CC4)CCO. Cell line: HCC-2998. Synergy scores: CSS=23.3, Synergy_ZIP=-6.14, Synergy_Bliss=-2.32, Synergy_Loewe=-2.40, Synergy_HSA=-0.580.